From a dataset of Reaction yield outcomes from USPTO patents with 853,638 reactions. Predict the reaction yield, written as a fraction of the theoretical maximum amount of product (1.0 means a 100% yield; for example, 0.34 means a 34% yield). (1) The reactants are Br[Zn][CH2:3][C:4]([O:6][CH2:7][CH3:8])=[O:5].[C:9](#N)[C:10]1[CH:15]=[CH:14][CH:13]=[CH:12][CH:11]=1.Cl.C(OCC)(=[O:20])C. The catalyst is C1COCC1. The product is [O:20]=[C:9]([C:10]1[CH:15]=[CH:14][CH:13]=[CH:12][CH:11]=1)[CH2:3][C:4]([O:6][CH2:7][CH3:8])=[O:5]. The yield is 0.850. (2) The reactants are [NH2:1][C:2]1[N:7]=[C:6]([O:8]C)[N:5]([CH2:10][CH:11]=[CH:12][C:13]([O:15][CH3:16])=[O:14])[C:4](=[O:17])[CH:3]=1.Cl.[CH2:19]([C:21]1[CH:22]=[C:23]([CH:25]=[CH:26][C:27]=1[CH3:28])N)[CH3:20]. The yield is 0.220. The product is [CH3:16][O:15][C:13]([CH:12]=[CH:11][CH2:10][N:5]1[C:4](=[O:17])[CH:3]=[C:2]([NH:1][C:23]2[CH:25]=[CH:26][C:27]([CH3:28])=[C:21]([CH2:19][CH3:20])[CH:22]=2)[NH:7][C:6]1=[O:8])=[O:14]. The catalyst is C(C1C=C(C=CC=1C)N)C. (3) The reactants are Br.[CH3:2][O:3][C:4]1[CH:5]=[C:6]2[C:11](=[C:12]([NH2:14])[CH:13]=1)[N:10]=[CH:9][CH:8]=[CH:7]2.[C:15]([OH:19])(=[O:18])[CH:16]=[CH2:17].C(N(CC)CC)C.[OH-].[Na+]. The catalyst is C1(C)C=CC=CC=1. The product is [CH3:2][O:3][C:4]1[CH:5]=[C:6]2[C:11](=[C:12]([NH:14][CH2:17][CH2:16][C:15]([OH:19])=[O:18])[CH:13]=1)[N:10]=[CH:9][CH:8]=[CH:7]2. The yield is 0.370. (4) The reactants are [C:1]([O-:4])(=[O:3])[CH3:2].[Na+].[CH2:6]([O:8][C:9]([C:11](=[CH:16][C:17]1[CH:21]=[C:20]([CH3:22])[O:19][CH:18]=1)[CH2:12][C:13](O)=O)=[O:10])[CH3:7]. The catalyst is C(OC(=O)C)(=O)C.ClCCl. The product is [C:1]([O:4][C:13]1[C:18]2[O:19][C:20]([CH3:22])=[CH:21][C:17]=2[CH:16]=[C:11]([C:9]([O:8][CH2:6][CH3:7])=[O:10])[CH:12]=1)(=[O:3])[CH3:2]. The yield is 0.810. (5) The reactants are [CH:1]([O:4][C:5]1[CH:14]=[C:13]([C:15]([F:18])([F:17])[F:16])[C:12]2[C:7](=[CH:8][CH:9]=[C:10]3[NH:22][C@H:21]([CH:23]([CH3:25])[CH3:24])[CH2:20][O:19][C:11]3=2)[N:6]=1)([CH3:3])[CH3:2].C([O-])([O-])=O.[K+].[K+].[CH2:32](Br)[CH:33]=[CH2:34].O. The catalyst is CN(C=O)C. The product is [CH2:34]([N:22]1[C:10]2[C:11](=[C:12]3[C:7](=[CH:8][CH:9]=2)[N:6]=[C:5]([O:4][CH:1]([CH3:3])[CH3:2])[CH:14]=[C:13]3[C:15]([F:18])([F:17])[F:16])[O:19][CH2:20][C@H:21]1[CH:23]([CH3:25])[CH3:24])[CH:33]=[CH2:32]. The yield is 0.910. (6) The reactants are [F:1][C:2]1[CH:31]=[CH:30][C:5]([C:6]([NH:8][C:9]2[C:10]([CH3:29])=[C:11]([CH3:28])[C:12]3[O:16][C:15]([CH3:18])([CH3:17])[CH:14]([C:19]4[CH:24]=[CH:23][C:22]([CH3:25])=[CH:21][CH:20]=4)[C:13]=3[C:26]=2[CH3:27])=O)=[CH:4][CH:3]=1. The catalyst is CO. The product is [F:1][C:2]1[CH:3]=[CH:4][C:5]([CH2:6][NH:8][C:9]2[C:10]([CH3:29])=[C:11]([CH3:28])[C:12]3[O:16][C:15]([CH3:18])([CH3:17])[CH:14]([C:19]4[CH:24]=[CH:23][C:22]([CH3:25])=[CH:21][CH:20]=4)[C:13]=3[C:26]=2[CH3:27])=[CH:30][CH:31]=1. The yield is 0.390. (7) The catalyst is C(Cl)Cl.CO. The product is [C:53]([O:52][C:51](=[O:57])[NH:50][C:46]1[CH:45]=[C:44]([CH2:43][CH2:42][O:41][C:34]2[C:35]3[C:40](=[CH:39][CH:38]=[CH:37][CH:36]=3)[C:31]([NH:30][C:6]([NH:22][C:20]3[N:19]([C:23]4[CH:24]=[CH:25][C:26]([CH3:29])=[CH:27][CH:28]=4)[N:18]=[C:17]([C:13]([CH3:16])([CH3:15])[CH3:14])[CH:21]=3)=[O:7])=[CH:32][CH:33]=2)[CH:49]=[CH:48][N:47]=1)([CH3:54])([CH3:56])[CH3:55]. The reactants are C1N=CN([C:6](N2C=NC=C2)=[O:7])C=1.[C:13]([C:17]1[CH:21]=[C:20]([NH2:22])[N:19]([C:23]2[CH:28]=[CH:27][C:26]([CH3:29])=[CH:25][CH:24]=2)[N:18]=1)([CH3:16])([CH3:15])[CH3:14].[NH2:30][C:31]1[C:40]2[C:35](=[CH:36][CH:37]=[CH:38][CH:39]=2)[C:34]([O:41][CH2:42][CH2:43][C:44]2[CH:49]=[CH:48][N:47]=[C:46]([NH:50][C:51](=[O:57])[O:52][C:53]([CH3:56])([CH3:55])[CH3:54])[CH:45]=2)=[CH:33][CH:32]=1. The yield is 0.800.